Dataset: NCI-60 drug combinations with 297,098 pairs across 59 cell lines. Task: Regression. Given two drug SMILES strings and cell line genomic features, predict the synergy score measuring deviation from expected non-interaction effect. (1) Drug 1: CC1C(C(=O)NC(C(=O)N2CCCC2C(=O)N(CC(=O)N(C(C(=O)O1)C(C)C)C)C)C(C)C)NC(=O)C3=C4C(=C(C=C3)C)OC5=C(C(=O)C(=C(C5=N4)C(=O)NC6C(OC(=O)C(N(C(=O)CN(C(=O)C7CCCN7C(=O)C(NC6=O)C(C)C)C)C)C(C)C)C)N)C. Drug 2: C1CN(CCN1C(=O)CCBr)C(=O)CCBr. Cell line: UO-31. Synergy scores: CSS=15.1, Synergy_ZIP=-4.94, Synergy_Bliss=-1.35, Synergy_Loewe=-1.17, Synergy_HSA=-1.11. (2) Drug 1: CN1C(=O)N2C=NC(=C2N=N1)C(=O)N. Drug 2: CCC1=C2CN3C(=CC4=C(C3=O)COC(=O)C4(CC)O)C2=NC5=C1C=C(C=C5)O. Cell line: SF-268. Synergy scores: CSS=28.5, Synergy_ZIP=-10.8, Synergy_Bliss=-11.0, Synergy_Loewe=-57.1, Synergy_HSA=-11.3.